This data is from Reaction yield outcomes from USPTO patents with 853,638 reactions. The task is: Predict the reaction yield, written as a fraction of the theoretical maximum amount of product (1.0 means a 100% yield; for example, 0.34 means a 34% yield). The reactants are [C:1]([NH:4][CH2:5][CH2:6][CH:7]1[C:15]2[C:10](=[CH:11][CH:12]=[C:13]([NH:17][C:18](=[O:23])[C:19]([F:22])([F:21])[F:20])[C:14]=2O)[CH2:9][CH2:8]1)(=[O:3])[CH3:2].C1(C)C=CC(S([O-])(=O)=O)=CC=1.[NH+]1C=CC=CC=1. The catalyst is C1(C)C(C)=CC=CC=1. The product is [F:21][C:19]([F:22])([F:20])[C:18]1[O:23][C:14]2[C:15]3[CH:7]([CH2:6][CH2:5][NH:4][C:1](=[O:3])[CH3:2])[CH2:8][CH2:9][C:10]=3[CH:11]=[CH:12][C:13]=2[N:17]=1. The yield is 0.650.